Dataset: CYP3A4 inhibition data for predicting drug metabolism from PubChem BioAssay. Task: Regression/Classification. Given a drug SMILES string, predict its absorption, distribution, metabolism, or excretion properties. Task type varies by dataset: regression for continuous measurements (e.g., permeability, clearance, half-life) or binary classification for categorical outcomes (e.g., BBB penetration, CYP inhibition). Dataset: cyp3a4_veith. (1) The drug is O=S(=O)(N/N=C\C=C\c1ccccc1)c1ccc(Br)cc1. The result is 1 (inhibitor). (2) The drug is COC(=O)CSc1nc(C)cc(C(F)(F)F)c1C#N. The result is 0 (non-inhibitor).